This data is from Forward reaction prediction with 1.9M reactions from USPTO patents (1976-2016). The task is: Predict the product of the given reaction. (1) Given the reactants [NH2:1][C:2]1[N:7]=[CH:6][N:5]=[C:4]2[N:8]([CH2:15][C:16]3[O:17][C:18]4[C:23]([C:24](=[O:32])[C:25]=3[C:26]3[CH:31]=[CH:30][CH:29]=[CH:28][CH:27]=3)=[CH:22][CH:21]=[CH:20][CH:19]=4)[N:9]=[C:10]([C:11]#[C:12][CH2:13][OH:14])[C:3]=12.ClCCl, predict the reaction product. The product is: [NH2:1][C:2]1[N:7]=[CH:6][N:5]=[C:4]2[N:8]([CH2:15][C:16]3[O:17][C:18]4[C:23]([C:24](=[O:32])[C:25]=3[C:26]3[CH:27]=[CH:28][CH:29]=[CH:30][CH:31]=3)=[CH:22][CH:21]=[CH:20][CH:19]=4)[N:9]=[C:10]([CH2:11][CH2:12][CH2:13][OH:14])[C:3]=12. (2) Given the reactants [Cl:1][C:2]1[CH:3]=[C:4]([OH:10])[C:5](=[CH:7][C:8]=1[Cl:9])[OH:6].[C:11](=O)([O-])[O-].[K+].[K+].CI, predict the reaction product. The product is: [Cl:1][C:2]1[C:8]([Cl:9])=[CH:7][C:5]([OH:6])=[C:4]([O:10][CH3:11])[CH:3]=1. (3) Given the reactants Br[CH2:2][CH2:3][OH:4].Cl[S:6]([N:9]=[C:10]=[O:11])(=[O:8])=[O:7].[CH2:12]([C:14]1[CH:15]=[C:16]([CH:18]=[CH:19][CH:20]=1)[NH2:17])[CH3:13].C(N(CC)CC)C, predict the reaction product. The product is: [CH2:12]([C:14]1[CH:15]=[C:16]([NH:17][S:6]([N:9]2[CH2:2][CH2:3][O:4][C:10]2=[O:11])(=[O:8])=[O:7])[CH:18]=[CH:19][CH:20]=1)[CH3:13]. (4) Given the reactants [F:1][C:2]1[CH:7]=[CH:6][C:5]([S:8]([C:11]2[CH:12]=[CH:13][C:14]([CH2:21][CH2:22][CH3:23])=[C:15]([S:17](Cl)(=[O:19])=[O:18])[CH:16]=2)(=[O:10])=[O:9])=[CH:4][CH:3]=1.[O:24]1[CH2:29][CH2:28][CH:27]([CH2:30][NH2:31])[CH2:26][CH2:25]1, predict the reaction product. The product is: [F:1][C:2]1[CH:7]=[CH:6][C:5]([S:8]([C:11]2[CH:12]=[CH:13][C:14]([CH2:21][CH2:22][CH3:23])=[C:15]([S:17]([NH:31][CH2:30][CH:27]3[CH2:28][CH2:29][O:24][CH2:25][CH2:26]3)(=[O:19])=[O:18])[CH:16]=2)(=[O:10])=[O:9])=[CH:4][CH:3]=1. (5) Given the reactants [N+:1]([C:4]12[CH2:19][C:18]([CH3:23])([C:20](O)=[O:21])[CH:11]([C:12]3[CH:13]=[CH:14][CH:15]=[CH:16][C:17]=31)[C:10]1[C:5]2=[CH:6][CH:7]=[CH:8][CH:9]=1)([O-:3])=[O:2].N1C=CC=CC=1.N1C(F)=NC(F)=NC=1[F:32], predict the reaction product. The product is: [N+:1]([C:4]12[CH2:19][C:18]([CH3:23])([C:20]([F:32])=[O:21])[CH:11]([C:12]3[CH:13]=[CH:14][CH:15]=[CH:16][C:17]=31)[C:10]1[C:5]2=[CH:6][CH:7]=[CH:8][CH:9]=1)([O-:3])=[O:2]. (6) Given the reactants [CH3:1][C:2]([N:5]1[C:9]([NH2:10])=[CH:8][C:7]([CH3:11])=[N:6]1)([CH3:4])[CH3:3].[CH:12]1(/[C:15](/O)=[CH:16]/[C:17](=O)[C:18]([O:20][CH2:21][CH3:22])=[O:19])[CH2:14][CH2:13]1, predict the reaction product. The product is: [CH:12]1([C:15]2[CH:16]=[C:17]([C:18]([O:20][CH2:21][CH3:22])=[O:19])[C:8]3[C:7]([CH3:11])=[N:6][N:5]([C:2]([CH3:1])([CH3:3])[CH3:4])[C:9]=3[N:10]=2)[CH2:13][CH2:14]1.